This data is from Reaction yield outcomes from USPTO patents with 853,638 reactions. The task is: Predict the reaction yield, written as a fraction of the theoretical maximum amount of product (1.0 means a 100% yield; for example, 0.34 means a 34% yield). The reactants are [CH3:1][O:2][C:3]([C:5]1[NH:6][CH:7]=[CH:8][CH:9]=1)=[O:4].[H-].[Na+].[CH2:12](Br)[C:13]1[CH:18]=[CH:17][CH:16]=[CH:15][CH:14]=1. The catalyst is CN(C=O)C. The product is [CH2:12]([N:6]1[CH:7]=[CH:8][CH:9]=[C:5]1[C:3]([O:2][CH3:1])=[O:4])[C:13]1[CH:18]=[CH:17][CH:16]=[CH:15][CH:14]=1. The yield is 0.560.